Dataset: Reaction yield outcomes from USPTO patents with 853,638 reactions. Task: Predict the reaction yield, written as a fraction of the theoretical maximum amount of product (1.0 means a 100% yield; for example, 0.34 means a 34% yield). (1) The reactants are [N:1]([CH:4]([C:8]1[N:9]([CH2:19][C:20]2[CH:25]=[CH:24][CH:23]=[CH:22][CH:21]=2)[C:10](=[O:18])[C:11]2[C:16]([CH3:17])=[N:15][O:14][C:12]=2[N:13]=1)[CH:5]([CH3:7])[CH3:6])=[N+]=[N-].C1(P(C2C=CC=CC=2)C2C=CC=CC=2)C=CC=CC=1.O. The catalyst is C1COCC1. The product is [NH2:1][CH:4]([C:8]1[N:9]([CH2:19][C:20]2[CH:21]=[CH:22][CH:23]=[CH:24][CH:25]=2)[C:10](=[O:18])[C:11]2[C:16]([CH3:17])=[N:15][O:14][C:12]=2[N:13]=1)[CH:5]([CH3:7])[CH3:6]. The yield is 0.680. (2) The reactants are [CH3:1][C:2]1[N:3]=[C:4]([C:20]2[CH:25]=[CH:24][C:23]([C:26]([F:29])([F:28])[F:27])=[CH:22][CH:21]=2)[S:5][C:6]=1[CH2:7][S:8][C:9]1[CH:10]=[C:11]2[C:16](=[CH:17][CH:18]=1)[C:15](=[O:19])[CH2:14][CH2:13][CH2:12]2.O.[C:31]([OH:35])(=[O:34])[CH:32]=O. The catalyst is CCOC(C)=O. The product is [CH3:1][C:2]1[N:3]=[C:4]([C:20]2[CH:25]=[CH:24][C:23]([C:26]([F:29])([F:27])[F:28])=[CH:22][CH:21]=2)[S:5][C:6]=1[CH2:7][S:8][C:9]1[CH:10]=[C:11]2[C:16](=[CH:17][CH:18]=1)[C:15](=[O:19])[C:14](=[CH:32][C:31]([OH:35])=[O:34])[CH2:13][CH2:12]2. The yield is 0.450. (3) The reactants are C([N:3]([CH2:14][CH3:15])[C:4](=[O:13])[C:5]1[CH:10]=[CH:9][CH:8]=[C:7]([CH3:11])[C:6]=1[CH3:12])C.[N:16]1([CH2:22][CH2:23]CC#N)[CH2:21][CH2:20][CH2:19][CH2:18][CH2:17]1. No catalyst specified. The product is [CH3:11][C:7]1[CH:8]=[CH:9][CH:10]=[C:5]2[C:6]=1[CH:12]=[C:14]([CH2:15][CH2:23][CH2:22][N:16]1[CH2:21][CH2:20][CH2:19][CH2:18][CH2:17]1)[NH:3][C:4]2=[O:13]. The yield is 0.0400.